From a dataset of Full USPTO retrosynthesis dataset with 1.9M reactions from patents (1976-2016). Predict the reactants needed to synthesize the given product. (1) Given the product [CH3:33][O:32][C:27]1[CH:26]=[C:25]([O:34][CH3:35])[C:24]([C:3]2[N:2]([CH3:1])[C:10]3[C:5]([CH:4]=2)=[CH:6][CH:7]=[CH:8][CH:9]=3)=[CH:31][C:28]=1[CH:29]=[O:30], predict the reactants needed to synthesize it. The reactants are: [CH3:1][N:2]1[C:10]2[C:5](=[CH:6][CH:7]=[CH:8][CH:9]=2)[CH:4]=[CH:3]1.[Li]C(C)(C)C.B(CC)(CC)CC.Br[C:24]1[C:25]([O:34][CH3:35])=[CH:26][C:27]([O:32][CH3:33])=[C:28]([CH:31]=1)[CH:29]=[O:30].[OH-].[Na+].OO. (2) Given the product [Cl:1][C:2]1[C:3]([O:9][C:10]2[CH:11]=[CH:12][C:13]([OH:16])=[N:14][CH:15]=2)=[N:4][CH:5]=[C:6]([Cl:8])[CH:7]=1, predict the reactants needed to synthesize it. The reactants are: [Cl:1][C:2]1[C:3]([O:9][C:10]2[CH:11]=[CH:12][C:13]([O:16]C)=[N:14][CH:15]=2)=[N:4][CH:5]=[C:6]([Cl:8])[CH:7]=1.Cl.N1C=CC=CC=1. (3) Given the product [O:9]1[CH2:12][CH2:13][CH2:14][O:15][CH:8]1[C:7]1[CH:10]=[CH:11][C:4]([CH2:3][CH2:2][OH:1])=[CH:5][CH:6]=1, predict the reactants needed to synthesize it. The reactants are: [OH:1][CH2:2][CH2:3][C:4]1[CH:11]=[CH:10][C:7]([CH:8]=[O:9])=[CH:6][CH:5]=1.[CH2:12](O)[CH2:13][CH2:14][OH:15].C1(C)C=CC(S(O)(=O)=O)=CC=1. (4) The reactants are: [C:1]([CH2:4][CH2:5][CH2:6][CH2:7][CH2:8][N+:9]1[C:17]2[C:12](=[CH:13][C:14]([F:19])=[CH:15][C:16]=2[F:18])[C:11]([CH2:21][CH2:22][CH2:23][CH2:24][S:25]([O-:28])(=[O:27])=[O:26])([CH3:20])[C:10]=1[CH3:29])([OH:3])=[O:2].F[B-](F)(F)F.[C:35]([C:39]1[CH:40]=[C:41]([CH3:56])[C:42]2[C:43]([O+:55]=1)=[C:44]1[C:49]3=[C:50]([CH2:52][CH2:53][CH2:54][N:48]3[CH2:47][CH2:46][CH2:45]1)[CH:51]=2)([CH3:38])([CH3:37])[CH3:36].[CH:57](OCC)(OCC)OCC.N1C=CC=CC=1. Given the product [C:35]([C:39]1[O:55][C:43]2=[C:44]3[C:49]4=[C:50]([CH2:52][CH2:53][CH2:54][N:48]4[CH2:47][CH2:46][CH2:45]3)[CH:51]=[C:42]2/[C:41](=[CH:56]/[CH:57]=[CH:29]/[C:10]2[C:11]([CH2:21][CH2:22][CH2:23][CH2:24][S:25]([O-:28])(=[O:27])=[O:26])([CH3:20])[C:12]3[C:17](=[C:16]([F:18])[CH:15]=[C:14]([F:19])[CH:13]=3)[N+:9]=2[CH2:8][CH2:7][CH2:6][CH2:5][CH2:4][C:1]([OH:3])=[O:2])/[CH:40]=1)([CH3:38])([CH3:37])[CH3:36], predict the reactants needed to synthesize it. (5) Given the product [C:1]1([NH:7][C:8]([N:10]2[CH2:15][CH2:14][N:13]([CH2:20][C:19]3[CH:22]=[CH:23][CH:24]=[C:17]([Br:16])[CH:18]=3)[CH2:12][CH2:11]2)=[O:9])[CH:6]=[CH:5][CH:4]=[CH:3][CH:2]=1, predict the reactants needed to synthesize it. The reactants are: [C:1]1([NH:7][C:8]([N:10]2[CH2:15][CH2:14][NH:13][CH2:12][CH2:11]2)=[O:9])[CH:6]=[CH:5][CH:4]=[CH:3][CH:2]=1.[Br:16][C:17]1[CH:18]=[C:19]([CH:22]=[CH:23][CH:24]=1)[CH:20]=O. (6) Given the product [CH3:12][O:11][C:9]1[CH:8]=[CH:7][C:3]2[C:4](=[O:6])[O:5][C:13]([C:14]3[CH:19]=[CH:18][CH:17]=[CH:16][CH:15]=3)=[N:1][C:2]=2[CH:10]=1, predict the reactants needed to synthesize it. The reactants are: [NH2:1][C:2]1[CH:10]=[C:9]([O:11][CH3:12])[CH:8]=[CH:7][C:3]=1[C:4]([OH:6])=[O:5].[C:13](Cl)(=O)[C:14]1[CH:19]=[CH:18][CH:17]=[CH:16][CH:15]=1. (7) Given the product [Cl:1][C:2]1[CH:7]=[CH:6][C:5]([C:8]2[CH:13]=[C:12]([CH:14]3[CH2:16][CH2:15]3)[N:11]3[N:17]=[CH:18][C:19]([C:22]#[C:21][C:23]4[CH:28]=[CH:27][C:26]([C:29]([OH:32])([CH3:30])[CH3:31])=[CH:25][CH:24]=4)=[C:10]3[N:9]=2)=[CH:4][CH:3]=1, predict the reactants needed to synthesize it. The reactants are: [Cl:1][C:2]1[CH:7]=[CH:6][C:5]([C:8]2[CH:13]=[C:12]([CH:14]3[CH2:16][CH2:15]3)[N:11]3[N:17]=[CH:18][C:19](I)=[C:10]3[N:9]=2)=[CH:4][CH:3]=1.[C:21]([C:23]1[CH:28]=[CH:27][C:26]([C:29]([OH:32])([CH3:31])[CH3:30])=[CH:25][CH:24]=1)#[CH:22].